The task is: Predict the product of the given reaction.. This data is from Forward reaction prediction with 1.9M reactions from USPTO patents (1976-2016). (1) Given the reactants Br[C:2]1[CH:24]=[CH:23][C:5]2[C:6]3[N:10]([CH2:11][CH2:12][O:13][C:4]=2[CH:3]=1)[CH:9]=[C:8]([C:14]1[N:15]([CH:20]([CH3:22])[CH3:21])[N:16]=[C:17]([CH3:19])[N:18]=1)[N:7]=3.[CH3:25][N:26]([CH3:42])[C:27]1[N:32]=[CH:31][C:30](B2OC(C)(C)C(C)(C)O2)=[CH:29][N:28]=1, predict the reaction product. The product is: [CH:20]([N:15]1[C:14]([C:8]2[N:7]=[C:6]3[C:5]4[CH:23]=[CH:24][C:2]([C:30]5[CH:29]=[N:28][C:27]([N:26]([CH3:42])[CH3:25])=[N:32][CH:31]=5)=[CH:3][C:4]=4[O:13][CH2:12][CH2:11][N:10]3[CH:9]=2)=[N:18][C:17]([CH3:19])=[N:16]1)([CH3:22])[CH3:21]. (2) Given the reactants [C:1]1(=[O:6])[CH2:5][CH2:4][CH2:3][CH2:2]1.N1C=CC=CC=1.[S:13](O[S:13]([C:16]([F:19])([F:18])[F:17])(=[O:15])=[O:14])([C:16]([F:19])([F:18])[F:17])(=[O:15])=[O:14], predict the reaction product. The product is: [C:1]1([O:6][S:13]([C:16]([F:19])([F:18])[F:17])(=[O:15])=[O:14])[CH2:5][CH2:4][CH2:3][CH:2]=1. (3) Given the reactants [NH2:1][C@@H:2]1[CH2:7][CH2:6][CH2:5][CH2:4][C@H:3]1[OH:8].S=[C:10]1[CH2:14][S:13][C:12](=[O:15])[NH:11]1, predict the reaction product. The product is: [OH:8][C@@H:3]1[CH2:4][CH2:5][CH2:6][CH2:7][C@H:2]1[NH:1][C:10]1[CH2:14][S:13][C:12](=[O:15])[N:11]=1. (4) Given the reactants [NH2:1][C:2]1[C:6]2[C:7](=[O:19])[N:8]([C:12]3[CH:17]=[CH:16][CH:15]=[CH:14][C:13]=3[Cl:18])[CH:9]=[C:10](Br)[C:5]=2[NH:4][N:3]=1.[F:20][C:21]1[CH:26]=[CH:25][CH:24]=[CH:23][C:22]=1B(O)O.C(=O)([O-])[O-].[K+].[K+].COCCOC, predict the reaction product. The product is: [NH2:1][C:2]1[C:6]2[C:7](=[O:19])[N:8]([C:12]3[CH:17]=[CH:16][CH:15]=[CH:14][C:13]=3[Cl:18])[CH:9]=[C:10]([C:22]3[CH:23]=[CH:24][CH:25]=[CH:26][C:21]=3[F:20])[C:5]=2[NH:4][N:3]=1. (5) Given the reactants [NH2:1][C:2]1[C:7]([C:8]([NH:10][C:11]2[CH:16]=[CH:15][CH:14]=[C:13]([O:17]C)[CH:12]=2)=[O:9])=[C:6]([NH:19][C@H:20]([C:22]2[N:27]([C:28]3[CH:33]=[CH:32][CH:31]=[CH:30][CH:29]=3)[C:26](=[O:34])[C:25]3=[C:35]([CH3:38])[CH:36]=[CH:37][N:24]3[N:23]=2)[CH3:21])[N:5]=[CH:4][N:3]=1.B(Br)(Br)Br, predict the reaction product. The product is: [NH2:1][C:2]1[C:7]([C:8]([NH:10][C:11]2[CH:16]=[CH:15][CH:14]=[C:13]([OH:17])[CH:12]=2)=[O:9])=[C:6]([NH:19][C@H:20]([C:22]2[N:27]([C:28]3[CH:33]=[CH:32][CH:31]=[CH:30][CH:29]=3)[C:26](=[O:34])[C:25]3=[C:35]([CH3:38])[CH:36]=[CH:37][N:24]3[N:23]=2)[CH3:21])[N:5]=[CH:4][N:3]=1. (6) Given the reactants C[O:2][C:3]1[N:8]=[C:7]([O:9]C)[C:6]([C:11]2[C:12]([C:17]#[N:18])=[N:13][CH:14]=[CH:15][CH:16]=2)=[CH:5][N:4]=1.[ClH:19], predict the reaction product. The product is: [ClH:19].[O:2]=[C:3]1[NH:8][C:7](=[O:9])[C:6]([C:11]2[C:12]([C:17]#[N:18])=[N:13][CH:14]=[CH:15][CH:16]=2)=[CH:5][NH:4]1. (7) The product is: [F:9][C:10]([F:21])([F:20])[C:11]([C:8]1[C:4]2[CH:3]=[CH:2][S:1][C:5]=2[NH:6][CH:7]=1)=[O:12]. Given the reactants [S:1]1[C:5]2[NH:6][CH:7]=[CH:8][C:4]=2[CH:3]=[CH:2]1.[F:9][C:10]([F:21])([F:20])[C:11](O[C:11](=[O:12])[C:10]([F:21])([F:20])[F:9])=[O:12], predict the reaction product. (8) Given the reactants [NH2:1][C:2]1[C:7]([N+:8]([O-:10])=[O:9])=[CH:6][CH:5]=[C:4](Cl)[N:3]=1.O1CCOCC1.[NH:18]1[CH2:22][CH2:21][CH:20]([OH:23])[CH2:19]1, predict the reaction product. The product is: [NH2:1][C:2]1[N:3]=[C:4]([N:18]2[CH2:22][CH2:21][CH:20]([OH:23])[CH2:19]2)[CH:5]=[CH:6][C:7]=1[N+:8]([O-:10])=[O:9]. (9) Given the reactants [CH3:1][N:2]([CH3:33])[C:3]1[CH:8]=[CH:7][C:6]([CH2:9][N:10]([C:24]2[CH:29]=[CH:28][C:27]([CH:30]([CH3:32])[CH3:31])=[CH:26][CH:25]=2)[C:11]([CH:13]2[C:22]3[C:17](=[C:18]([OH:23])[CH:19]=[CH:20][CH:21]=3)[CH2:16][CH2:15][CH2:14]2)=[O:12])=[CH:5][CH:4]=1.Cl.Cl[CH2:36][CH2:37][N:38]([CH3:40])[CH3:39], predict the reaction product. The product is: [CH3:39][N:38]([CH3:40])[CH2:37][CH2:36][O:23][C:18]1[CH:19]=[CH:20][CH:21]=[C:22]2[C:17]=1[CH2:16][CH2:15][CH2:14][CH:13]2[C:11]([N:10]([CH2:9][C:6]1[CH:7]=[CH:8][C:3]([N:2]([CH3:33])[CH3:1])=[CH:4][CH:5]=1)[C:24]1[CH:29]=[CH:28][C:27]([CH:30]([CH3:31])[CH3:32])=[CH:26][CH:25]=1)=[O:12]. (10) Given the reactants [C:1]([O:5][C:6]([CH:8]1[CH2:14][CH2:13][C:12]2[CH:15]=[CH:16][C:17]([O:19][CH3:20])=[CH:18][C:11]=2[NH:10][C:9]1=[O:21])=[O:7])([CH3:4])([CH3:3])[CH3:2].[F:22][C:23]1[CH:24]=[C:25]([CH:28]=[CH:29][CH:30]=1)[CH2:26]Br.C([O-])([O-])=O.[Cs+].[Cs+], predict the reaction product. The product is: [C:1]([O:5][C:6]([CH:8]1[CH2:14][CH2:13][C:12]2[CH:15]=[CH:16][C:17]([O:19][CH3:20])=[CH:18][C:11]=2[N:10]([CH2:26][C:25]2[CH:28]=[CH:29][CH:30]=[C:23]([F:22])[CH:24]=2)[C:9]1=[O:21])=[O:7])([CH3:4])([CH3:3])[CH3:2].